Dataset: Peptide-MHC class II binding affinity with 134,281 pairs from IEDB. Task: Regression. Given a peptide amino acid sequence and an MHC pseudo amino acid sequence, predict their binding affinity value. This is MHC class II binding data. The peptide sequence is STVVASVTIIDRSLP. The MHC is DRB1_0901 with pseudo-sequence DRB1_0901. The binding affinity (normalized) is 0.251.